This data is from Catalyst prediction with 721,799 reactions and 888 catalyst types from USPTO. The task is: Predict which catalyst facilitates the given reaction. (1) Reactant: [OH-].[Na+].C([O:5][C:6](=[O:38])[C:7]1[CH:12]=[CH:11][C:10]([O:13][C:14]2[CH:19]=[CH:18][C:17]([C:20]3[CH:25]=[C:24]([NH:26][C:27]4[N:32]=[C:31]([C:33]([F:36])([F:35])[F:34])[CH:30]=[CH:29][N:28]=4)[CH:23]=[C:22]([CH3:37])[CH:21]=3)=[CH:16][N:15]=2)=[CH:9][CH:8]=1)C.C1COCC1.Cl. Product: [CH3:37][C:22]1[CH:21]=[C:20]([C:17]2[CH:18]=[CH:19][C:14]([O:13][C:10]3[CH:11]=[CH:12][C:7]([C:6]([OH:38])=[O:5])=[CH:8][CH:9]=3)=[N:15][CH:16]=2)[CH:25]=[C:24]([NH:26][C:27]2[N:32]=[C:31]([C:33]([F:36])([F:34])[F:35])[CH:30]=[CH:29][N:28]=2)[CH:23]=1. The catalyst class is: 5. (2) Reactant: [CH2:1]([O:3][C:4](=[O:20])[C:5](O)=[CH:6][C:7]([C:9]1[C:17]2[C:12](=[CH:13][CH:14]=[C:15]([Cl:18])[CH:16]=2)[NH:11][CH:10]=1)=[O:8])[CH3:2].C(O)(=O)C.[CH3:25][NH2:26]. Product: [CH2:1]([O:3][C:4](=[O:20])[C:5]([NH:26][CH3:25])=[CH:6][C:7]([C:9]1[C:17]2[C:12](=[CH:13][CH:14]=[C:15]([Cl:18])[CH:16]=2)[NH:11][CH:10]=1)=[O:8])[CH3:2]. The catalyst class is: 14.